Predict the reaction yield, written as a fraction of the theoretical maximum amount of product (1.0 means a 100% yield; for example, 0.34 means a 34% yield). From a dataset of Reaction yield outcomes from USPTO patents with 853,638 reactions. (1) The reactants are [CH3:1][N:2]1[CH2:7][CH2:6][CH2:5][CH2:4][C@H:3]1[C:8]1[N:12]2[CH:13]=[C:14]([O:17][C@H:18]3[C:27]4[C:22](=[CH:23][CH:24]=[CH:25][CH:26]=4)[C@@H:21]([NH2:28])[CH2:20][CH2:19]3)[CH:15]=[CH:16][C:11]2=[N:10][N:9]=1.ClC(Cl)(Cl)C[O:32][C:33](=O)[NH:34][C:35]1[N:36]([CH2:44][CH2:45][OH:46])[N:37]=[C:38]([C:40]([CH3:43])([CH3:42])[CH3:41])[CH:39]=1.CCN(C(C)C)C(C)C. The catalyst is O1CCOCC1. The product is [C:40]([C:38]1[CH:39]=[C:35]([NH:34][C:33]([NH:28][C@@H:21]2[C:22]3[C:27](=[CH:26][CH:25]=[CH:24][CH:23]=3)[C@H:18]([O:17][C:14]3[CH:15]=[CH:16][C:11]4[N:12]([C:8]([C@@H:3]5[CH2:4][CH2:5][CH2:6][CH2:7][N:2]5[CH3:1])=[N:9][N:10]=4)[CH:13]=3)[CH2:19][CH2:20]2)=[O:32])[N:36]([CH2:44][CH2:45][OH:46])[N:37]=1)([CH3:43])([CH3:41])[CH3:42]. The yield is 0.0700. (2) The reactants are [H-].[Na+].F[C:4]1[CH:5]=[CH:6][C:7]([N:10]([CH2:20][C:21]2[CH:30]=[CH:29][C:24]([C:25]([O:27][CH3:28])=[O:26])=[CH:23][CH:22]=2)[C:11]2[S:15][N:14]=[C:13](C(F)(F)F)[N:12]=2)=[N:8][CH:9]=1.BrC[C:33]1[CH:42]=[CH:41][C:36](C(OC)=O)=[CH:35][C:34]=1[F:43].[CH3:44]N(C=O)C. The catalyst is [Cl-].[Na+].O. The product is [F:43][C:34]1[CH:35]=[CH:36][C:41]([C:5]2[CH:4]=[CH:9][N:8]=[C:7]([N:10]([CH2:20][C:21]3[CH:30]=[CH:29][C:24]([C:25]([O:27][CH3:28])=[O:26])=[CH:23][CH:22]=3)[C:11]3[S:15][N:14]=[C:13]([CH3:44])[N:12]=3)[CH:6]=2)=[CH:42][CH:33]=1. The yield is 0.400. (3) The reactants are [Cl:1][C:2]1[C:3]([O:15][CH3:16])=[CH:4][C:5]([CH:12]([CH3:14])[CH3:13])=[C:6]([CH:11]=1)[O:7][CH2:8][C:9]#[N:10].[CH:17]([O:19][CH2:20]C)=O.[H-].[Na+].IC. The catalyst is COCCOC. The product is [Cl:1][C:2]1[C:3]([O:15][CH3:16])=[CH:4][C:5]([CH:12]([CH3:14])[CH3:13])=[C:6]([CH:11]=1)[O:7][C:8](=[CH:17][O:19][CH3:20])[C:9]#[N:10]. The yield is 0.840. (4) The reactants are Br[C:2]1[N:6]2[CH:7]=[CH:8][C:9]([C:11]([F:14])([F:13])[F:12])=[N:10][C:5]2=[N:4][CH:3]=1.CC1(C)C(C)(C)OB([C:23]2[CH:24]=[C:25]([C:29]3[C:30]([C:35]#[N:36])=[CH:31][CH:32]=[CH:33][CH:34]=3)[CH:26]=[CH:27][CH:28]=2)O1. No catalyst specified. The product is [F:12][C:11]([F:14])([F:13])[C:9]1[CH:8]=[CH:7][N:6]2[C:2]([C:27]3[CH:26]=[C:25]([C:29]4[C:30]([C:35]#[N:36])=[CH:31][CH:32]=[CH:33][CH:34]=4)[CH:24]=[CH:23][CH:28]=3)=[CH:3][N:4]=[C:5]2[N:10]=1. The yield is 0.440. (5) The reactants are CC1(C)[O:6][C@H:5]2[C@H:7]([NH:12][C:13]3[N:21]=[CH:20][N:19]=[C:18]4[C:14]=3[N:15]=[CH:16][NH:17]4)[CH2:8][C@H:9]([CH2:10][OH:11])[C@H:4]2[O:3]1.CCN(CC)CC.Cl[S:31]([NH2:34])(=[O:33])=[O:32].C(#N)C.Cl.O. The catalyst is C(Cl)Cl.CN(C=O)C. The product is [S:31](=[O:33])(=[O:32])([O:11][CH2:10][C@H:9]1[CH2:8][C@@H:7]([NH:12][C:13]2[N:21]=[CH:20][N:19]=[C:18]3[C:14]=2[N:15]=[CH:16][NH:17]3)[C@H:5]([OH:6])[C@@H:4]1[OH:3])[NH2:34]. The yield is 0.290.